Dataset: Reaction yield outcomes from USPTO patents with 853,638 reactions. Task: Predict the reaction yield, written as a fraction of the theoretical maximum amount of product (1.0 means a 100% yield; for example, 0.34 means a 34% yield). (1) The reactants are [NH2:1][C@@H:2]1[C@@H:7]2[O:8][C@@H:4]([CH2:5][CH2:6]2)[C@@H:3]1[C:9]([NH2:11])=[O:10].Cl[C:13]1[C:18]([Cl:19])=[CH:17][N:16]=[C:15]([NH2:20])[C:14]=1[N+:21]([O-:23])=[O:22].CCN(C(C)C)C(C)C. The catalyst is CC(O)C. The product is [NH2:20][C:15]1[C:14]([N+:21]([O-:23])=[O:22])=[C:13]([NH:1][C@@H:2]2[C@@H:7]3[O:8][C@@H:4]([CH2:5][CH2:6]3)[C@@H:3]2[C:9]([NH2:11])=[O:10])[C:18]([Cl:19])=[CH:17][N:16]=1. The yield is 0.340. (2) The reactants are [Br:1][C:2]1[CH:3]=[C:4]2[C:9](=[CH:10][CH:11]=1)[CH:8]=[C:7]([OH:12])[CH:6]=[CH:5]2.[C:13]([O-])([O-])=O.[Cs+].[Cs+]. The catalyst is CC(C)=O. The product is [Br:1][C:2]1[CH:11]=[CH:10][C:9]2[C:4](=[CH:5][CH:6]=[C:7]([O:12][CH3:13])[CH:8]=2)[CH:3]=1. The yield is 0.970. (3) The reactants are [O:1]1[CH2:5][CH2:4][O:3][CH:2]1[CH2:6][CH2:7][CH2:8][CH2:9][O:10][C:11]1[CH:12]=[C:13]([C:17]([OH:27])([C:21]2[CH:26]=[CH:25][CH:24]=[CH:23][CH:22]=2)[C:18]([OH:20])=[O:19])[CH:14]=[CH:15][CH:16]=1.C(=O)([O-])[O-].[K+].[K+].S(O[CH2:45][CH:46]1[CH2:51][CH2:50][N:49]([C:52]([O:54][C:55]([CH3:58])([CH3:57])[CH3:56])=[O:53])[CH2:48][CH2:47]1)(C1C=CC(C)=CC=1)(=O)=O. The catalyst is CN(C=O)C.C(OCC)(=O)C. The product is [O:1]1[CH2:5][CH2:4][O:3][CH:2]1[CH2:6][CH2:7][CH2:8][CH2:9][O:10][C:11]1[CH:12]=[C:13]([C:17]([OH:27])([C:21]2[CH:26]=[CH:25][CH:24]=[CH:23][CH:22]=2)[C:18]([O:20][CH2:45][CH:46]2[CH2:51][CH2:50][N:49]([C:52]([O:54][C:55]([CH3:56])([CH3:58])[CH3:57])=[O:53])[CH2:48][CH2:47]2)=[O:19])[CH:14]=[CH:15][CH:16]=1. The yield is 0.930. (4) The reactants are [NH2:1][C:2]1[C:7]([C:8]([OH:10])=O)=[C:6]([C:11]([F:14])([F:13])[F:12])[N:5]=[CH:4][CH:3]=1.C(N(CC)CC)C.[CH3:22][C@@H:23]([NH2:31])[CH2:24][C:25]1[CH:30]=[CH:29][CH:28]=[CH:27][CH:26]=1.CN(C(ON1N=NC2C=CC=CC1=2)=[N+](C)C)C.F[P-](F)(F)(F)(F)F. The catalyst is ClCCl.CN(C=O)C. The product is [NH2:1][C:2]1[C:7]([C:8]([NH:31][C@H:23]([CH3:22])[CH2:24][C:25]2[CH:30]=[CH:29][CH:28]=[CH:27][CH:26]=2)=[O:10])=[C:6]([C:11]([F:14])([F:13])[F:12])[N:5]=[CH:4][CH:3]=1. The yield is 0.920. (5) The reactants are CC1(C)CCCC(C)(C)N1.C([Li])CCC.[Br:16][C:17]1[CH:22]=[CH:21][C:20]([F:23])=[C:19]([F:24])[CH:18]=1.CN([CH:28]=[O:29])C.Cl. The catalyst is O1CCCC1.O. The product is [Br:16][C:17]1[CH:22]=[CH:21][C:20]([F:23])=[C:19]([F:24])[C:18]=1[CH:28]=[O:29]. The yield is 0.560. (6) The product is [C:17]1([CH2:16][N:1]2[C:9]3[C:4](=[CH:5][C:6]([C:10]([O:12][CH3:13])=[O:11])=[CH:7][CH:8]=3)[CH:3]=[CH:2]2)[CH:22]=[CH:21][CH:20]=[CH:19][CH:18]=1. The catalyst is CN(C=O)C.C(OCC)(=O)C. The reactants are [NH:1]1[C:9]2[C:4](=[CH:5][C:6]([C:10]([O:12][CH3:13])=[O:11])=[CH:7][CH:8]=2)[CH:3]=[CH:2]1.[H-].[Na+].[CH2:16](Br)[C:17]1[CH:22]=[CH:21][CH:20]=[CH:19][CH:18]=1.O. The yield is 0.770. (7) The reactants are [OH-].[Na+].[CH3:3][O:4][C:5]1[CH:14]=[C:13]([C:15]2[CH:20]=[CH:19][CH:18]=[CH:17][CH:16]=2)[CH:12]=[CH:11][C:6]=1[C:7]([O:9]C)=[O:8]. The catalyst is CO. The product is [CH3:3][O:4][C:5]1[CH:14]=[C:13]([C:15]2[CH:20]=[CH:19][CH:18]=[CH:17][CH:16]=2)[CH:12]=[CH:11][C:6]=1[C:7]([OH:9])=[O:8]. The yield is 0.960. (8) The reactants are [Cl:1][C:2]1[CH:6]=[N:5][N:4]([CH:7]([CH3:9])[CH3:8])[C:3]=1[C:10]1[CH:11]=[C:12]([NH2:18])[CH:13]=[CH:14][C:15]=1[O:16][CH3:17].[Cl:19][C:20]1[CH:25]=[C:24]([C:26]([F:29])([F:28])[F:27])[CH:23]=[CH:22][C:21]=1[N:30]=[C:31]=[O:32]. The catalyst is C(Cl)Cl. The product is [Cl:1][C:2]1[CH:6]=[N:5][N:4]([CH:7]([CH3:9])[CH3:8])[C:3]=1[C:10]1[CH:11]=[C:12]([NH:18][C:31]([NH:30][C:21]2[CH:22]=[CH:23][C:24]([C:26]([F:27])([F:29])[F:28])=[CH:25][C:20]=2[Cl:19])=[O:32])[CH:13]=[CH:14][C:15]=1[O:16][CH3:17]. The yield is 0.400.